Task: Predict the reaction yield, written as a fraction of the theoretical maximum amount of product (1.0 means a 100% yield; for example, 0.34 means a 34% yield).. Dataset: Reaction yield outcomes from USPTO patents with 853,638 reactions (1) The reactants are [OH:1][CH2:2][CH2:3][N:4]1[CH2:9][CH2:8][O:7][CH2:6][CH2:5]1.[H-].[Na+].[Cl:12][C:13]1[CH:18]=[C:17](Cl)[N:16]=[CH:15][N:14]=1. The catalyst is CN(C)C=O. The product is [Cl:12][C:13]1[N:14]=[CH:15][N:16]=[C:17]([O:1][CH2:2][CH2:3][N:4]2[CH2:9][CH2:8][O:7][CH2:6][CH2:5]2)[CH:18]=1. The yield is 0.580. (2) The reactants are [F:1][C:2]1[CH:9]=[CH:8][C:5]([CH2:6][OH:7])=[CH:4][C:3]=1[N+:10]([O-])=O. The catalyst is CCO.[Pd]. The product is [NH2:10][C:3]1[CH:4]=[C:5]([CH2:6][OH:7])[CH:8]=[CH:9][C:2]=1[F:1]. The yield is 0.980. (3) The reactants are Br[C:2]1[CH:3]=[CH:4][C:5]2[O:14][CH2:13][CH2:12][C:11]3[S:10][C:9]([C:15]4[N:16]([CH:20]([CH3:22])[CH3:21])[N:17]=[CH:18][N:19]=4)=[N:8][C:7]=3[C:6]=2[CH:23]=1.[CH3:24][O:25][C:26]1[CH:31]=[CH:30][N:29]=[CH:28][C:27]=1B(O)O. No catalyst specified. The product is [CH:20]([N:16]1[C:15]([C:9]2[S:10][C:11]3[CH2:12][CH2:13][O:14][C:5]4[CH:4]=[CH:3][C:2]([C:27]5[CH:28]=[N:29][CH:30]=[CH:31][C:26]=5[O:25][CH3:24])=[CH:23][C:6]=4[C:7]=3[N:8]=2)=[N:19][CH:18]=[N:17]1)([CH3:22])[CH3:21]. The yield is 0.280. (4) The reactants are [Cl:1][C:2]1[N:3]=[N:4][C:5]([Cl:11])=[CH:6][C:7]=1[C:8](Cl)=[O:9].Cl.CN.[CH2:15]([N:17](CC)CC)C. The catalyst is ClCCl. The product is [Cl:1][C:2]1[N:3]=[N:4][C:5]([Cl:11])=[CH:6][C:7]=1[C:8]([NH:17][CH3:15])=[O:9]. The yield is 0.540. (5) The reactants are [Cl:1][C:2]1[CH:3]=[C:4]2[C:8](=[C:9]([Cl:11])[CH:10]=1)[N:7]([C:12]1[C:17]([CH:18]=[O:19])=[C:16]([NH:20][CH:21]([CH2:24][CH3:25])[CH2:22][CH3:23])[N:15]=[C:14]([CH3:26])[N:13]=1)[CH2:6][CH2:5]2.[BH4-].[Na+]. The catalyst is C(O)C. The product is [Cl:1][C:2]1[CH:3]=[C:4]2[C:8](=[C:9]([Cl:11])[CH:10]=1)[N:7]([C:12]1[C:17]([CH2:18][OH:19])=[C:16]([NH:20][CH:21]([CH2:24][CH3:25])[CH2:22][CH3:23])[N:15]=[C:14]([CH3:26])[N:13]=1)[CH2:6][CH2:5]2. The yield is 0.800. (6) The product is [C:19]1(=[C:25]([C:27]2[CH:28]=[CH:29][C:30]([OH:33])=[CH:31][CH:32]=2)[C:7]2[CH:12]=[CH:11][C:10]([CH:13]=[O:17])=[C:9]([F:18])[CH:8]=2)[CH2:20][CH2:21][CH2:22][CH2:23][CH2:24]1. The yield is 0.350. The reactants are C([Li])CCC.Br[C:7]1[CH:12]=[CH:11][C:10]([CH:13]2[O:17]CCO2)=[C:9]([F:18])[CH:8]=1.[CH:19]1([C:25]([C:27]2[CH:32]=[CH:31][C:30]([O:33]COC)=[CH:29][CH:28]=2)=O)[CH2:24][CH2:23][CH2:22][CH2:21][CH2:20]1.O. The catalyst is C1COCC1. (7) The reactants are [O:1]=[C:2]1[C:10]2([C:22]3[C:13](=[CH:14][C:15]4[O:20][CH2:19][CH2:18][O:17][C:16]=4[CH:21]=3)[O:12][CH2:11]2)[C:9]2[C:4](=[CH:5][CH:6]=[CH:7][CH:8]=2)[N:3]1[CH2:23][C:24]1[O:28][C:27]([C:29]([OH:31])=O)=[CH:26][CH:25]=1.Cl.[CH3:33][NH:34][CH3:35].O.ON1C2C=CC=CC=2N=N1.CN1CCOCC1. The catalyst is CN(C)C=O. The product is [CH3:33][N:34]([CH3:35])[C:29]([C:27]1[O:28][C:24]([CH2:23][N:3]2[C:4]3[C:9](=[CH:8][CH:7]=[CH:6][CH:5]=3)[C:10]3([C:22]4[C:13](=[CH:14][C:15]5[O:20][CH2:19][CH2:18][O:17][C:16]=5[CH:21]=4)[O:12][CH2:11]3)[C:2]2=[O:1])=[CH:25][CH:26]=1)=[O:31]. The yield is 0.770. (8) The reactants are Cl[C:2](Cl)([O:4]C(=O)OC(Cl)(Cl)Cl)Cl.[NH2:13][CH2:14][CH:15]([OH:32])[CH2:16][N:17]1[C:29]2[CH:28]=[CH:27][C:26]([Br:30])=[CH:25][C:24]=2[C:23]2[C:18]1=[CH:19][CH:20]=[C:21]([Br:31])[CH:22]=2.CCN(CC)CC.C(Cl)Cl.CCOC(C)=O. The catalyst is C(Cl)Cl. The product is [Br:31][C:21]1[CH:20]=[CH:19][C:18]2[N:17]([CH2:16][CH:15]3[O:32][C:2](=[O:4])[NH:13][CH2:14]3)[C:29]3[C:24]([C:23]=2[CH:22]=1)=[CH:25][C:26]([Br:30])=[CH:27][CH:28]=3. The yield is 0.200. (9) The reactants are [NH2:1][C:2]1[N:7]=[CH:6][N:5]=[C:4]2[N:8]([CH:12]([C:14]3[CH:21]=[C:20]([CH3:22])[C:17]([C:18]#[N:19])=[C:16]([CH:23]4[CH2:26][NH:25][CH2:24]4)[C:15]=3[O:27][CH2:28][CH3:29])[CH3:13])[N:9]=[C:10]([CH3:11])[C:3]=12.[CH3:30][C:31]([CH3:33])=O.C([BH3-])#N.[Na+]. The catalyst is CO. The product is [NH2:1][C:2]1[N:7]=[CH:6][N:5]=[C:4]2[N:8]([CH:12]([C:14]3[CH:21]=[C:20]([CH3:22])[C:17]([C:18]#[N:19])=[C:16]([CH:23]4[CH2:26][N:25]([CH:31]([CH3:33])[CH3:30])[CH2:24]4)[C:15]=3[O:27][CH2:28][CH3:29])[CH3:13])[N:9]=[C:10]([CH3:11])[C:3]=12. The yield is 0.400.